Predict the product of the given reaction. From a dataset of Forward reaction prediction with 1.9M reactions from USPTO patents (1976-2016). (1) Given the reactants [H-].[Na+].[CH3:3][O:4][C:5](=[O:17])[CH2:6][C:7]1[CH:16]=[CH:15][C:10]([C:11]([O:13][CH3:14])=[O:12])=[CH:9][CH:8]=1.[CH2:18](Br)[C:19]#[CH:20].CO, predict the reaction product. The product is: [CH3:3][O:4][C:5](=[O:17])[CH:6]([CH2:20][C:19]#[CH:18])[C:7]1[CH:16]=[CH:15][C:10]([C:11]([O:13][CH3:14])=[O:12])=[CH:9][CH:8]=1. (2) Given the reactants [F:1][C:2]1[CH:7]=[CH:6][C:5]([C:8]2[CH:9]=[C:10]([CH2:14][NH:15][CH2:16][CH:17]3[CH2:26][CH2:25][C:24]4[C:19](=[C:20]([O:27]C)[CH:21]=[CH:22][CH:23]=4)[O:18]3)[CH:11]=[N:12][CH:13]=2)=[CH:4][CH:3]=1.[BrH:29], predict the reaction product. The product is: [BrH:29].[F:1][C:2]1[CH:7]=[CH:6][C:5]([C:8]2[CH:9]=[C:10]([CH2:14][NH:15][CH2:16][CH:17]3[CH2:26][CH2:25][C:24]4[C:19](=[C:20]([OH:27])[CH:21]=[CH:22][CH:23]=4)[O:18]3)[CH:11]=[N:12][CH:13]=2)=[CH:4][CH:3]=1. (3) Given the reactants [O:1]1[C:3]2([CH2:8][CH2:7][N:6]([C:9]([O:11][C:12]([CH3:15])([CH3:14])[CH3:13])=[O:10])[CH2:5][CH2:4]2)[CH2:2]1.[NH:16]1[CH:20]=[CH:19][N:18]=[CH:17]1.[Na].C(OCC)(=O)C, predict the reaction product. The product is: [OH:1][C:3]1([CH2:2][N:16]2[CH:20]=[CH:19][N:18]=[CH:17]2)[CH2:8][CH2:7][N:6]([C:9]([O:11][C:12]([CH3:15])([CH3:14])[CH3:13])=[O:10])[CH2:5][CH2:4]1. (4) The product is: [NH2:1][C:2]1[N:11]=[CH:10][C:9]2[C:8](=[N:37][OH:38])[CH2:7][CH:6]([C:13]3[CH:18]=[CH:17][C:16]([F:19])=[CH:15][C:14]=3[C:20]3[CH:21]=[N:22][N:23]([CH3:25])[CH:24]=3)[CH2:5][C:4]=2[N:3]=1. Given the reactants [NH2:1][C:2]1[N:11]=[CH:10][C:9]2[C:8](=O)[CH2:7][CH:6]([C:13]3[CH:18]=[CH:17][C:16]([F:19])=[CH:15][C:14]=3[C:20]3[CH:21]=[N:22][N:23]([CH3:25])[CH:24]=3)[CH2:5][C:4]=2[N:3]=1.NC1N=CC2C(=[N:37][OH:38])CC(C3C=CC(F)=CC=3C3C=NC=CC=3)CC=2N=1, predict the reaction product.